From a dataset of Full USPTO retrosynthesis dataset with 1.9M reactions from patents (1976-2016). Predict the reactants needed to synthesize the given product. (1) Given the product [CH3:24][CH:23]([C@H:20]([N:15]1[C:16]2=[CH:17][C:18]([O:47][CH3:46])=[C:9]([CH2:8][C:4]3[CH:5]=[CH:6][CH:7]=[C:2]([Cl:1])[C:3]=3[F:30])[CH:10]=[C:11]2[C:12](=[O:29])[C:13]([C:26]([OH:28])=[O:27])=[CH:14]1)[CH2:21][OH:22])[CH3:25], predict the reactants needed to synthesize it. The reactants are: [Cl:1][C:2]1[C:3]([F:30])=[C:4]([CH2:8][C:9]2[CH:10]=[C:11]3[C:16](=[CH:17][C:18]=2F)[N:15]([C@@H:20]([CH:23]([CH3:25])[CH3:24])[CH2:21][OH:22])[CH:14]=[C:13]([C:26]([OH:28])=[O:27])[C:12]3=[O:29])[CH:5]=[CH:6][CH:7]=1.C[O-].[Na+].Cl.CCCCCCCCCCC[C:46](OC[C@@H](O)[C@H]1OC[C@H](O)[C@H]1O)=[O:47]. (2) Given the product [N:1]([CH2:4][C@H:5]1[O:11][CH:8]([O:9][CH3:10])[C@H:7]([O:12][S:24]([C:23]([F:36])([F:35])[F:22])(=[O:26])=[O:25])[C@H:6]1[O:13][CH2:14][CH3:15])=[N+:2]=[N-:3], predict the reactants needed to synthesize it. The reactants are: [N:1]([CH2:4][C@H:5]1[O:11][CH:8]([O:9][CH3:10])[C@H:7]([OH:12])[C@H:6]1[O:13][CH2:14][CH3:15])=[N+:2]=[N-:3].N1C=CC=CC=1.[F:22][C:23]([F:36])([F:35])[S:24](O[S:24]([C:23]([F:36])([F:35])[F:22])(=[O:26])=[O:25])(=[O:26])=[O:25].CO.